Dataset: Catalyst prediction with 721,799 reactions and 888 catalyst types from USPTO. Task: Predict which catalyst facilitates the given reaction. (1) Reactant: [C:1]([O:5][C:6]([NH:8][C@@H:9]([CH2:14][N:15]([CH2:28][CH2:29][CH2:30][CH:31]=[CH2:32])[S:16]([C:19]1[CH:24]=[CH:23][CH:22]=[CH:21][C:20]=1[N+:25]([O-:27])=[O:26])(=[O:18])=[O:17])[C:10]([O:12]C)=[O:11])=[O:7])([CH3:4])([CH3:3])[CH3:2].C1COCC1.CO.[OH-].[Li+]. Product: [C:1]([O:5][C:6]([NH:8][CH:9]([CH2:14][N:15]([CH2:28][CH2:29][CH2:30][CH:31]=[CH2:32])[S:16]([C:19]1[CH:24]=[CH:23][CH:22]=[CH:21][C:20]=1[N+:25]([O-:27])=[O:26])(=[O:18])=[O:17])[C:10]([OH:12])=[O:11])=[O:7])([CH3:4])([CH3:3])[CH3:2]. The catalyst class is: 6. (2) Reactant: [N+:1]([C:4]1[CH:5]=[C:6]2[C:10](=[CH:11][CH:12]=1)[NH:9][C:8](=[O:13])[C:7]2=[O:14])([O-:3])=[O:2].[CH2:15](O)[CH2:16][CH2:17][OH:18].O.C1(C)C=CC(S(O)(=O)=O)=CC=1. Product: [N+:1]([C:4]1[CH:5]=[C:6]2[C:10](=[CH:11][CH:12]=1)[NH:9][C:8](=[O:13])[C:7]12[O:18][CH2:17][CH2:16][CH2:15][O:14]1)([O-:3])=[O:2]. The catalyst class is: 48. (3) Reactant: [C@@H:1]12[N:8]([C:9]3[CH:18]=[N:17][C:16]4[C:11](=[CH:12][CH:13]=[CH:14][CH:15]=4)[N:10]=3)[CH2:7][C@@H:6]1[CH2:5][CH2:4][NH:3][CH2:2]2.[C:19]1([C:28]2[CH:33]=[CH:32][CH:31]=[CH:30][CH:29]=2)[C:20]([C:25](Cl)=[O:26])=[CH:21][CH:22]=[CH:23][CH:24]=1.CCN(CC)CC. Product: [C:19]1([C:28]2[CH:33]=[CH:32][CH:31]=[CH:30][CH:29]=2)[CH:24]=[CH:23][CH:22]=[CH:21][C:20]=1[C:25]([N:3]1[CH2:4][CH2:5][C@@H:6]2[C@@H:1]([N:8]([C:9]3[CH:18]=[N:17][C:16]4[C:11](=[CH:12][CH:13]=[CH:14][CH:15]=4)[N:10]=3)[CH2:7]2)[CH2:2]1)=[O:26]. The catalyst class is: 2. (4) Reactant: [C:1](N1C=CN=C1)(N1C=CN=C1)=[O:2].[CH2:13]([NH:20][C:21]1[C:30]2[C:25](=[CH:26][CH:27]=[CH:28][CH:29]=2)[N:24]=[C:23](Cl)[C:22]=1[NH2:32])[C:14]1[CH:19]=[CH:18][CH:17]=[CH:16][CH:15]=1. Product: [CH2:13]([N:20]1[C:21]2[C:30]3[CH:29]=[CH:28][CH:27]=[CH:26][C:25]=3[N:24]=[CH:23][C:22]=2[N:32]=[C:1]1[OH:2])[C:14]1[CH:19]=[CH:18][CH:17]=[CH:16][CH:15]=1. The catalyst class is: 7. (5) Reactant: [CH2:1]([N:8]1[CH2:13][CH2:12][CH:11]([N:14]([CH3:30])[C:15](=[O:29])[CH2:16][NH:17][C:18]2[N:23]=[C:22]([CH3:24])[C:21]([N+:25]([O-])=O)=[C:20]([CH3:28])[N:19]=2)[CH2:10][CH2:9]1)[C:2]1[CH:7]=[CH:6][CH:5]=[CH:4][CH:3]=1. Product: [NH2:25][C:21]1[C:22]([CH3:24])=[N:23][C:18]([NH:17][CH2:16][C:15]([N:14]([CH:11]2[CH2:12][CH2:13][N:8]([CH2:1][C:2]3[CH:3]=[CH:4][CH:5]=[CH:6][CH:7]=3)[CH2:9][CH2:10]2)[CH3:30])=[O:29])=[N:19][C:20]=1[CH3:28]. The catalyst class is: 183. (6) Reactant: [CH3:1][O:2][C:3]1[CH:13]=[CH:12][C:6]2[N:7]([CH3:11])[CH2:8][CH2:9][O:10][C:5]=2[CH:4]=1.[Cl-].[Cl-].[Cl-].[Al+3].[C:18](Cl)(=[O:20])[CH3:19].Cl. Product: [CH3:1][O:2][C:3]1[C:13]([C:18](=[O:20])[CH3:19])=[CH:12][C:6]2[N:7]([CH3:11])[CH2:8][CH2:9][O:10][C:5]=2[CH:4]=1. The catalyst class is: 26. (7) Reactant: [Br:1][C:2]1[C:3]([OH:22])=[CH:4][CH:5]=[C:6]2[C:10]=1[N:9]([CH2:11][CH:12]([O:14][Si:15]([C:18]([CH3:21])([CH3:20])[CH3:19])([CH3:17])[CH3:16])[CH3:13])[N:8]=[CH:7]2.C(=O)([O-])[O-].[K+].[K+].[CH2:29]([CH:31]1[O:33][CH2:32]1)Br. Product: [Br:1][C:2]1[C:3]([O:22][CH2:29][CH:31]2[CH2:32][O:33]2)=[CH:4][CH:5]=[C:6]2[C:10]=1[N:9]([CH2:11][CH:12]([O:14][Si:15]([C:18]([CH3:21])([CH3:20])[CH3:19])([CH3:16])[CH3:17])[CH3:13])[N:8]=[CH:7]2. The catalyst class is: 21.